This data is from Full USPTO retrosynthesis dataset with 1.9M reactions from patents (1976-2016). The task is: Predict the reactants needed to synthesize the given product. (1) Given the product [CH3:27][C:19]1[N:20]=[C:21]([NH:23][C:24](=[O:26])[CH3:25])[S:22][C:18]=1[C:15]1[CH:14]=[CH:13][C:12]([NH:11][S:7]([C:1]2[CH:6]=[CH:5][CH:4]=[CH:3][CH:2]=2)(=[O:9])=[O:8])=[CH:17][N:16]=1, predict the reactants needed to synthesize it. The reactants are: [C:1]1([S:7](Cl)(=[O:9])=[O:8])[CH:6]=[CH:5][CH:4]=[CH:3][CH:2]=1.[NH2:11][C:12]1[CH:13]=[CH:14][C:15]([C:18]2[S:22][C:21]([NH:23][C:24](=[O:26])[CH3:25])=[N:20][C:19]=2[CH3:27])=[N:16][CH:17]=1. (2) Given the product [C:41]([N:43]1[CH2:49][CH2:48][CH2:47][N:46]([C:17]2[CH:16]=[C:15]([C:20]3[CH:25]=[CH:24][CH:23]=[CH:22][C:21]=3[CH3:26])[C:12]3[C:13](=[O:14])[N:7]([CH2:6][C:5]4[CH:27]=[C:28]([C:30]([F:32])([F:31])[F:33])[CH:29]=[C:3]([C:2]([F:35])([F:1])[F:34])[CH:4]=4)[CH2:8][CH2:9][O:10][C:11]=3[N:18]=2)[CH2:45][CH2:44]1)(=[O:40])[CH3:50], predict the reactants needed to synthesize it. The reactants are: [F:1][C:2]([F:35])([F:34])[C:3]1[CH:4]=[C:5]([CH:27]=[C:28]([C:30]([F:33])([F:32])[F:31])[CH:29]=1)[CH2:6][N:7]1[C:13](=[O:14])[C:12]2[C:15]([C:20]3[CH:25]=[CH:24][CH:23]=[CH:22][C:21]=3[CH3:26])=[CH:16][C:17](Cl)=[N:18][C:11]=2[O:10][CH2:9][CH2:8]1.C([O:40][C:41]([N:43]1[CH2:49][CH2:48][CH2:47][NH:46][CH2:45][CH2:44]1)=O)(C)(C)C.[C:50](Cl)(=O)C.